This data is from NCI-60 drug combinations with 297,098 pairs across 59 cell lines. The task is: Regression. Given two drug SMILES strings and cell line genomic features, predict the synergy score measuring deviation from expected non-interaction effect. Drug 1: C1CN1P(=S)(N2CC2)N3CC3. Drug 2: C1=NC2=C(N1)C(=S)N=CN2. Cell line: RPMI-8226. Synergy scores: CSS=35.4, Synergy_ZIP=-4.50, Synergy_Bliss=-2.39, Synergy_Loewe=-20.1, Synergy_HSA=-2.29.